This data is from Catalyst prediction with 721,799 reactions and 888 catalyst types from USPTO. The task is: Predict which catalyst facilitates the given reaction. (1) Reactant: [SH:1][C:2]1[NH:10][C:9]2[C:4](=[N:5][CH:6]=[N:7][C:8]=2[NH2:11])[N:3]=1.CC1C=CC2C=CC3C=CC(C)=NC=3C=2N=1.O.O(C(C)(C)C)[Na].[Cl:35][C:36]1[CH:41]=[CH:40][C:39](I)=[C:38]([N+:43]([O-:45])=[O:44])[CH:37]=1. Product: [Cl:35][C:36]1[CH:41]=[CH:40][C:39]([S:1][C:2]2[NH:3][C:4]3[C:9]([N:10]=2)=[C:8]([NH2:11])[N:7]=[CH:6][N:5]=3)=[C:38]([N+:43]([O-:45])=[O:44])[CH:37]=1. The catalyst class is: 471. (2) The catalyst class is: 3. Reactant: [CH:1]12[CH2:7][CH:4]([NH:5][CH2:6]1)[CH2:3][N:2]2[C:8]1[CH:13]=[CH:12][C:11]([C:14]2[C:20]3[CH:21]=[C:22]([O:27][CH3:28])[C:23]([O:25][CH3:26])=[CH:24][C:19]=3[CH2:18][CH:17]([CH3:29])[N:16]([C:30]([NH:32][CH3:33])=[O:31])[N:15]=2)=[CH:10][CH:9]=1.[H-].[Na+].IC.[C:38](=O)(O)[O-].[Na+]. Product: [CH3:26][O:25][C:23]1[C:22]([O:27][CH3:28])=[CH:21][C:20]2[C:14]([C:11]3[CH:12]=[CH:13][C:8]([N:2]4[CH2:3][CH:4]5[CH2:7][CH:1]4[CH2:6][N:5]5[CH3:38])=[CH:9][CH:10]=3)=[N:15][N:16]([C:30]([NH:32][CH3:33])=[O:31])[CH:17]([CH3:29])[CH2:18][C:19]=2[CH:24]=1. (3) Reactant: C[O:2][C:3]([C:5]1[S:9][C:8]([C@H:10]2[CH2:14][CH2:13][CH2:12][N:11]2[C:15]([O:17][C:18]([CH3:21])([CH3:20])[CH3:19])=[O:16])=[CH:7][CH:6]=1)=[O:4].O.[OH-].[Li+]. Product: [C:18]([O:17][C:15]([N:11]1[CH2:12][CH2:13][CH2:14][C@@H:10]1[C:8]1[S:9][C:5]([C:3]([OH:4])=[O:2])=[CH:6][CH:7]=1)=[O:16])([CH3:21])([CH3:19])[CH3:20]. The catalyst class is: 20.